Dataset: Experimentally validated miRNA-target interactions with 360,000+ pairs, plus equal number of negative samples. Task: Binary Classification. Given a miRNA mature sequence and a target amino acid sequence, predict their likelihood of interaction. (1) The miRNA is cel-miR-87-3p with sequence GUGAGCAAAGUUUCAGGUGUGC. The protein sequence of the target gene is MSESFDCAKCNESLYGRKYIQTDSGPYCVPCYDNTFANTCAECQQLIGHDSRELFYEDRHFHEGCFRCCRCQRSLADEPFTCQDSELLCNDCYCSAFSSQCSACGETVMPGSRKLEYGGQTWHEHCFLCSGCEQPLGSRSFVPDKGAHYCVPCYENKFAPRCARCSKTLTQGGVTYRDQPWHRECLVCTGCQTPLAGQQFTSRDEDPYCVACFGELFAPKCSSCKRPIVGLGGGKYVSFEDRHWHHNCFSCARCSTSLVGQGFVPDGDQVLCQGCSQAGP. Result: 0 (no interaction). (2) The miRNA is hsa-miR-3189-3p with sequence CCCUUGGGUCUGAUGGGGUAG. The protein sequence of the target gene is MEGQPRGSRGPLEKPLPAATHPTLSSLGAVFILLKSALGAGLLNFPWAFYKAGGMLPTFLVALVSLVFLISGLVILGYAASVSGQTTYQGVVRELCGPAMGKLCEICFLTNLLMISVAFLRVIGDQLEKLCDSLLPDAPQPWYAAQNFTLPLISMLVIFPLSALREIALQKYTSILGTLAACYLALVITVQYYLWPQGLIRQPGPLLSPSPWTSVFSVFPTICFGFQCHEAAVSIYCSMWNQSLSHWTLVSVLSLLACCLVYTLTGVYGFLTFGPEVSADILMSYPGNDTAIIVARVLFA.... Result: 0 (no interaction). (3) The miRNA is rno-miR-423-3p with sequence AGCUCGGUCUGAGGCCCCUCAGU. The protein sequence of the target gene is MGSAEDAVKEKLLWNVKKEVKQIMEEAVTRKFVHEDSSHIIALCGAVEACLLHQLRRRAAGFLRSDKMAALFTKVGKTCPVAGEICHKVQELQQQAEGRKPSGVSQEALRRQGSASGKAPALSPQALKHVWVRTALIEKVLDKVVQYLAENCSKYYEKEALLADPVFGPILASLLVGPCALEYTKLKTADHYWTDPSADELVQRHRIRGPPTRQDSPAKRPALGIRKRHSSGSASEDRLAACARECVESLHQNSRTRLLYGKNHVLVQPKEDMEAVPGYLSLHQSAESLTLKWTPNQLMN.... Result: 0 (no interaction). (4) The miRNA is hsa-miR-592 with sequence UUGUGUCAAUAUGCGAUGAUGU. The protein sequence of the target gene is MDVLAEANGTFALNLLKTLGKDNSKNVFFSPMSMSCALAMVYMGAKGNTAAQMAQILSFNKSGGGGDIHQGFQSLLTEVNKTGTQYLLRMANRLFGEKSCDFLSSFRDSCQKFYQAEMEELDFISAVEKSRKHINTWVAEKTEGKIAELLSPGSVDPLTRLVLVNAVYFRGNWDEQFDKENTEERLFKVSKNEEKPVQMMFKQSTFKKTYIGEIFTQILVLPYVGKELNMIIMLPDETTDLRTVEKELTYEKFVEWTRLDMMDEEEVEVSLPRFKLEESYDMESVLRNLGMTDAFELGKA.... Result: 0 (no interaction). (5) The miRNA is hsa-miR-16-1-3p with sequence CCAGUAUUAACUGUGCUGCUGA. The protein sequence of the target gene is MMRSRSKSPRRPSPTARGANCDVELLKTTTRDREELKCMLEKYERHLAEIQGNVKVLKSERDKIFLLYEQAQEEITRLRREMMKSCKSPKSTTAHAILRRVETERDVAFTDLRRMTTERDSLRERLKIAQETAFNEKAHLEQRIEELECTVHNLDDERMEQMSNMTLMKETISTVEKEMKSLARKAMDTESELGRQKAENNSLRLLYENTEKDLSDTQRHLAKKKYELQLTQEKIMCLDEKIDNFTRQNIAQREEISILGGTLNDLAKEKECLQACLDKKSENIASLGESLAMKEKTISG.... Result: 0 (no interaction). (6) Result: 0 (no interaction). The miRNA is hsa-miR-6761-5p with sequence UCUGAGAGAGCUCGAUGGCAG. The protein sequence of the target gene is MDSEAFQHARDLLDLNFQSLAMKHMDLKQMELDTAAAKVDELTKQLESLWSDSPAPPGAQAGVPSRMARYSTSPVPEHFGSRGSPQKIATDGIEARFGRSESAPSLHPYSPLSPKGRPSSPRTPIYLQPDTYSSLDRAPSPRPRAFDGAGSPHGRAPSPRPGIGPVRQPGPSTPFDYLGRAGSPRGSPLAEGPQAFFPERGPSPRPPAAAYDTAGTFGSPLLGAGGSAFTPPLRAQDDSTLRRRPPKAWNESDLDVAYEKKSSQTASYERLDVFTRPASPGLQLLPWRESSLDGLGASGK.... (7) The miRNA is hsa-miR-4475 with sequence CAAGGGACCAAGCAUUCAUUAU. The protein sequence of the target gene is MAPGQNRVVALVDMDCFFVQVEQRQNPHLRNKPCAVVQYKSWKGGGIIAVSYEARAFGVTRNMWADDAKKLCPDLLLAQVRESRGKANLTKYREASVEVMEIMSYFAVIERASIDEAYIDLTSAVQERLQKLQGQPISADLLPSTYIEGLPRGPTVEETVQKEAIRKQGLLQWLDSLQSDDPTSPDLRLTVGAMIVEEMRAAIESKTGFQCSAGISHNKVLAKLACGLNKPNRQTLVSHGSVPQLFSQMPIRKIRSLGGKLGASVIEVLGIEYMGDLTQFTESQLQSHFGEKNGSWLYAM.... Result: 0 (no interaction). (8) The miRNA is hsa-miR-16-5p with sequence UAGCAGCACGUAAAUAUUGGCG. The protein sequence of the target gene is MKQLPAATVRLLSSSQIITSVVSVVKELIENSLDAGATSVDVKLENYGFDKIEVRDNGEGIKAVDAPVMAMKYYTSKINSHEDLENLTTYGFRGEALGSICCIAEVLITTRTAADNFSTQYVLDGSGHILSQKPSHLGQGTTVTALRLFKNLPVRKQFYSTAKKCKDEIKKIQDLLMSFGILKPDLRIVFVHNKAVIWQKSRVSDHKMALMSVLGTAVMNNMESFQYHSEESQIYLSGFLPKCDADHSFTSLSTPERSFIFINSRPVHQKDILKLIRHHYNLKCLKESTRLYPVFFLKID.... Result: 1 (interaction). (9) The miRNA is hsa-miR-548k with sequence AAAAGUACUUGCGGAUUUUGCU. The protein sequence of the target gene is MGTAALGAELGVRVLLFVAFLVTELLPPFQRRIQPEELWLYRNPYVEAEYFPTGRMFVIAFLTPLSLIFLAKFLRKADATDSKQACLAASLALALNGVFTNIIKLIVGRPRPDFFYRCFPDGLAHSDLTCTGDEDVVNEGRKSFPSGHSSFAFAGLAFASFYLAGKLHCFTPQGRGKSWRLCAFLSPLLFAAVIALSRTCDYKHHWQDVLVGSMIGMTFAYVCYRQYYPPLTDVECHKPFQDKHKLPSSQKPSELHHLEI. Result: 0 (no interaction).